Dataset: Forward reaction prediction with 1.9M reactions from USPTO patents (1976-2016). Task: Predict the product of the given reaction. (1) Given the reactants [C:1]([O:18][CH2:19][C@H:20]1[O:26][CH:24]([OH:25])[C@H:23]([OH:27])[C@@H:22]([OH:28])[C@H:21]1[OH:29])(=[O:17])[CH2:2][CH2:3][CH2:4][CH2:5][CH2:6][CH2:7][CH2:8][CH2:9][CH2:10][CH2:11][CH2:12][CH2:13][CH2:14][CH2:15][CH3:16], predict the reaction product. The product is: [C:1]([O:18][CH2:19][C@H:20]1[O:26][CH:24]([OH:25])[C@H:23]([OH:27])[C@@H:22]([OH:28])[C@H:21]1[OH:29])(=[O:17])[CH2:2][CH2:3][CH2:4][CH2:5][CH2:6][CH2:7][CH2:8][CH2:9][CH2:10][CH2:11][CH2:12][CH2:13][CH2:14][CH2:15][CH3:16].[O:18]=[CH:19][C@@H:20]([C@H:21]([C@H:22]([C@@H:23]([CH2:24][OH:25])[OH:27])[OH:28])[OH:29])[OH:26]. (2) Given the reactants [CH2:1]([O:8][C@H:9]1[C@H:16]([O:17][CH2:18][C:19]2[CH:24]=[CH:23][CH:22]=[CH:21][CH:20]=2)[C@@H:15]([CH2:25][O:26][Si:27]([C:40]([CH3:43])([CH3:42])[CH3:41])([C:34]2[CH:39]=[CH:38][CH:37]=[CH:36][CH:35]=2)[C:28]2[CH:33]=[CH:32][CH:31]=[CH:30][CH:29]=2)[O:14][C@@H:11]([O:12][CH3:13])[C@@H:10]1[O:44]CC1C=CC(Cl)=CC=1)[C:2]1[CH:7]=[CH:6][CH:5]=[CH:4][CH:3]=1.CNC1C=CC=CC=1.CC([O-])(C)C.[Na+].Cl[Sn](Cl)(Cl)Cl, predict the reaction product. The product is: [CH2:1]([O:8][C@H:9]1[C@H:16]([O:17][CH2:18][C:19]2[CH:24]=[CH:23][CH:22]=[CH:21][CH:20]=2)[C@@H:15]([CH2:25][O:26][Si:27]([C:40]([CH3:42])([CH3:41])[CH3:43])([C:28]2[CH:33]=[CH:32][CH:31]=[CH:30][CH:29]=2)[C:34]2[CH:35]=[CH:36][CH:37]=[CH:38][CH:39]=2)[O:14][C@@H:11]([O:12][CH3:13])[C@@H:10]1[OH:44])[C:2]1[CH:7]=[CH:6][CH:5]=[CH:4][CH:3]=1. (3) Given the reactants [F:1][C:2]1[CH:3]=[C:4]([C:13]2[CH:14]=[N:15][CH:16]=[C:17]([CH:22]=2)[C:18]([O:20][CH3:21])=[O:19])[CH:5]=[CH:6][C:7]=1[CH2:8][C:9]([F:12])([F:11])[F:10].Cl, predict the reaction product. The product is: [F:1][C:2]1[CH:3]=[C:4]([CH:13]2[CH2:14][NH:15][CH2:16][CH:17]([C:18]([O:20][CH3:21])=[O:19])[CH2:22]2)[CH:5]=[CH:6][C:7]=1[CH2:8][C:9]([F:12])([F:10])[F:11]. (4) Given the reactants Br[C:2]1[CH:27]=[CH:26][C:5]2=[C:6]3[N:17]=[C:16]([C:18]4[C:23]([F:24])=[CH:22][CH:21]=[CH:20][C:19]=4[Cl:25])[NH:15][C:7]3=[C:8]3[C:13]([C:12](=[O:14])[NH:11][CH:10]=[CH:9]3)=[C:4]2[CH:3]=1.[F:28][C:29]1[C:34](B(O)O)=[CH:33][CH:32]=[C:31]([F:38])[N:30]=1.C(=O)([O-])[O-].[Na+].[Na+].C(OCC)(=O)C, predict the reaction product. The product is: [Cl:25][C:19]1[CH:20]=[CH:21][CH:22]=[C:23]([F:24])[C:18]=1[C:16]1[NH:15][C:7]2=[C:8]3[C:13](=[C:4]4[CH:3]=[C:2]([C:34]5[C:29]([F:28])=[N:30][C:31]([F:38])=[CH:32][CH:33]=5)[CH:27]=[CH:26][C:5]4=[C:6]2[N:17]=1)[C:12](=[O:14])[NH:11][CH:10]=[CH:9]3.